Binary Classification. Given a T-cell receptor sequence (or CDR3 region) and an epitope sequence, predict whether binding occurs between them. From a dataset of TCR-epitope binding with 47,182 pairs between 192 epitopes and 23,139 TCRs. The epitope is LLALHRSYL. The TCR CDR3 sequence is CASNEDRATYNEQFF. Result: 0 (the TCR does not bind to the epitope).